Dataset: Forward reaction prediction with 1.9M reactions from USPTO patents (1976-2016). Task: Predict the product of the given reaction. (1) Given the reactants [C:1]([O:5][C:6]([N:8]1[CH2:15][CH2:14][CH2:13][C@@:9]1([CH3:16])[C:10](O)=[O:11])=[O:7])([CH3:4])([CH3:3])[CH3:2], predict the reaction product. The product is: [C:1]([O:5][C:6]([N:8]1[CH2:15][CH2:14][CH2:13][C:9]1([CH2:10][OH:11])[CH3:16])=[O:7])([CH3:4])([CH3:3])[CH3:2]. (2) Given the reactants [Br:1][C:2]1[S:6][C:5]([C:7](=[O:19])[CH:8]=[CH:9][C:10]2[CH:15]=[CH:14][C:13]([N+:16]([O-])=O)=[CH:12][CH:11]=2)=[CH:4][CH:3]=1.[Sn](Cl)Cl, predict the reaction product. The product is: [Br:1][C:2]1[S:6][C:5]([C:7](=[O:19])[CH:8]=[CH:9][C:10]2[CH:15]=[CH:14][C:13]([NH2:16])=[CH:12][CH:11]=2)=[CH:4][CH:3]=1. (3) Given the reactants C(=O)([O-])[O-].[K+].[K+].Cl.O.[NH:9]1[CH2:14][CH2:13][C:12](=[O:15])[CH2:11][CH2:10]1.[CH3:16][S:17](Cl)(=[O:19])=[O:18], predict the reaction product. The product is: [CH3:16][S:17]([N:9]1[CH2:14][CH2:13][C:12](=[O:15])[CH2:11][CH2:10]1)(=[O:19])=[O:18]. (4) Given the reactants Cl[C:2]1[C:7]([O:8][CH2:9][CH:10]2[CH2:12][CH2:11]2)=[CH:6][N:5]=[C:4]([CH2:13][S:14]([CH3:17])(=[O:16])=[O:15])[N:3]=1.[CH3:18][N:19]1[CH:28]=[C:27](B2OC(C)(C)C(C)(C)O2)[C:26]2[C:21](=[CH:22][CH:23]=[CH:24][CH:25]=2)[C:20]1=[O:38].[O-]P([O-])([O-])=O.[K+].[K+].[K+].N#N, predict the reaction product. The product is: [CH:10]1([CH2:9][O:8][C:7]2[C:2]([C:27]3[C:26]4[C:21](=[CH:22][CH:23]=[CH:24][CH:25]=4)[C:20](=[O:38])[N:19]([CH3:18])[CH:28]=3)=[N:3][C:4]([CH2:13][S:14]([CH3:17])(=[O:16])=[O:15])=[N:5][CH:6]=2)[CH2:12][CH2:11]1. (5) Given the reactants [F:1][C:2]1[CH:3]=[C:4]2[C:9](=[CH:10][CH:11]=1)[N:8]=[CH:7][CH:6]=[C:5]2[N:12]1[CH2:17][CH2:16][CH:15]([CH:18]([CH2:22][CH3:23])[C:19]([OH:21])=O)[CH2:14][CH2:13]1.[Cl:24][C:25]1[CH:31]=[CH:30][C:28]([NH2:29])=[CH:27][CH:26]=1.CCN(C(C)C)C(C)C.C1CN([P+](ON2N=NC3C=CC=CC2=3)(N2CCCC2)N2CCCC2)CC1.F[P-](F)(F)(F)(F)F, predict the reaction product. The product is: [Cl:24][C:25]1[CH:31]=[CH:30][C:28]([NH:29][C:19](=[O:21])[CH:18]([CH:15]2[CH2:14][CH2:13][N:12]([C:5]3[C:4]4[C:9](=[CH:10][CH:11]=[C:2]([F:1])[CH:3]=4)[N:8]=[CH:7][CH:6]=3)[CH2:17][CH2:16]2)[CH2:22][CH3:23])=[CH:27][CH:26]=1.